Dataset: Full USPTO retrosynthesis dataset with 1.9M reactions from patents (1976-2016). Task: Predict the reactants needed to synthesize the given product. (1) Given the product [CH2:17]([N:19]1[CH2:9][CH2:10][CH:2]([NH:1][C:2]2[CH:10]=[CH:9][C:5]([C:6]([NH2:8])=[O:7])=[C:4]([Br:11])[CH:3]=2)[CH2:3][CH2:4]1)[C:16]1[CH:20]=[CH:21][CH:13]=[CH:14][CH:15]=1, predict the reactants needed to synthesize it. The reactants are: [NH2:1][C:2]1[CH:10]=[CH:9][C:5]([C:6]([NH2:8])=[O:7])=[C:4]([Br:11])[CH:3]=1.N[C:13]1[CH:21]=[CH:20][C:16]([C:17]([NH2:19])=O)=[CH:15][CH:14]=1. (2) Given the product [CH3:7][C:5]1[S:4][C:3]([C:8]2[CH:9]=[CH:10][N:26]=[C:24]([NH:23][C:20]3[CH:21]=[CH:22][C:17]([O:16][CH3:15])=[C:18]([CH2:27][N:28]4[CH2:33][CH2:32][O:31][CH2:30][CH2:29]4)[CH:19]=3)[N:25]=2)=[C:2]([CH3:1])[N:6]=1, predict the reactants needed to synthesize it. The reactants are: [CH3:1][C:2]1[N:6]=[C:5]([CH3:7])[S:4][C:3]=1/[CH:8]=[CH:9]/[C:10](N(C)C)=O.[CH3:15][O:16][C:17]1[CH:22]=[CH:21][C:20]([NH:23][C:24]([NH2:26])=[NH:25])=[CH:19][C:18]=1[CH2:27][N:28]1[CH2:33][CH2:32][O:31][CH2:30][CH2:29]1. (3) Given the product [Cl:2][C:3]1[CH:4]=[C:5]([C:14]([NH:16][CH2:17][C@@H:18]2[CH2:23][CH2:22][NH:21][CH2:20][C@H:19]2[OH:31])=[O:15])[C:6]2[O:12][CH2:11][CH2:10][CH2:9][O:8][C:7]=2[CH:13]=1, predict the reactants needed to synthesize it. The reactants are: O.[Cl:2][C:3]1[CH:4]=[C:5]([C:14]([NH:16][CH2:17][C@@H:18]2[CH2:23][CH2:22][N:21](C(OC(C)(C)C)=O)[CH2:20][C@H:19]2[OH:31])=[O:15])[C:6]2[O:12][CH2:11][CH2:10][CH2:9][O:8][C:7]=2[CH:13]=1. (4) Given the product [Cl:37][C:13]1[C:4]2[CH:3]=[C:2]([Cl:1])[CH:24]=[CH:23][C:5]=2[N:6]2[C:10]([CH2:11][N:12]=1)=[C:9]([C:15]1[N:19]=[C:18]([CH:20]3[CH2:22][CH2:21]3)[O:17][N:16]=1)[N:8]=[CH:7]2, predict the reactants needed to synthesize it. The reactants are: [Cl:1][C:2]1[CH:24]=[CH:23][C:5]2[N:6]3[C:10]([CH2:11][NH:12][C:13](=O)[C:4]=2[CH:3]=1)=[C:9]([C:15]1[N:19]=[C:18]([CH:20]2[CH2:22][CH2:21]2)[O:17][N:16]=1)[N:8]=[CH:7]3.CN(C)C1C=CC(C)=CC=1.P(Cl)(Cl)([Cl:37])=O.